From a dataset of Forward reaction prediction with 1.9M reactions from USPTO patents (1976-2016). Predict the product of the given reaction. (1) The product is: [C:23]([O:22][CH2:21][C:3]1([CH2:1][CH3:2])[CH2:4][O:5][C:6]2([CH2:13][C:12]([CH2:15][CH3:16])([CH3:14])[N:11]([O:7][C:6](=[O:5])[CH3:9])[C:10]([CH2:18][CH3:19])([CH3:17])[CH:9]2[CH3:20])[O:7][CH2:8]1)(=[O:41])[CH2:24][CH2:25][CH2:26][CH2:27][CH2:28][CH2:29][CH2:30][CH2:31][CH2:32][CH2:33][CH2:34][CH2:35][CH2:36][CH2:37][CH2:38][CH2:39][CH3:40]. Given the reactants [CH2:1]([C:3]1([CH2:21][OH:22])[CH2:8][O:7][C:6]2([CH2:13][C:12]([CH2:15][CH3:16])([CH3:14])[NH:11][C:10]([CH2:18][CH3:19])([CH3:17])[CH:9]2[CH3:20])[O:5][CH2:4]1)[CH3:2].[C:23](Cl)(=[O:41])[CH2:24][CH2:25][CH2:26][CH2:27][CH2:28][CH2:29][CH2:30][CH2:31][CH2:32][CH2:33][CH2:34][CH2:35][CH2:36][CH2:37][CH2:38][CH2:39][CH3:40], predict the reaction product. (2) The product is: [N:1]1([C:10]2[S:14][C:13]([C:15]([NH2:29])=[O:17])=[C:12]([O:19][CH2:20][C:21]3[CH:26]=[CH:25][CH:24]=[C:23]([O:27][CH3:28])[CH:22]=3)[CH:11]=2)[C:5]2[CH:6]=[CH:7][CH:8]=[CH:9][C:4]=2[N:3]=[CH:2]1. Given the reactants [N:1]1([C:10]2[S:14][C:13]([C:15]([O:17]C)=O)=[C:12]([O:19][CH2:20][C:21]3[CH:26]=[CH:25][CH:24]=[C:23]([O:27][CH3:28])[CH:22]=3)[CH:11]=2)[C:5]2[CH:6]=[CH:7][CH:8]=[CH:9][C:4]=2[N:3]=[CH:2]1.[NH3:29], predict the reaction product.